This data is from Forward reaction prediction with 1.9M reactions from USPTO patents (1976-2016). The task is: Predict the product of the given reaction. Given the reactants [CH2:1]([O:3][C:4](=[O:30])[CH:5]([C:18]1[N:19]([C:23]2[C:28]([F:29])=[CH:27][CH:26]=[CH:25][N:24]=2)[N:20]=[CH:21][CH:22]=1)[C:6]1[C:11]([CH2:12][CH2:13][CH3:14])=[C:10]([N:15]=[N+]=[N-])[N:9]=[CH:8][N:7]=1)[CH3:2], predict the reaction product. The product is: [CH2:1]([O:3][C:4](=[O:30])[CH:5]([C:18]1[N:19]([C:23]2[C:28]([F:29])=[CH:27][CH:26]=[CH:25][N:24]=2)[N:20]=[CH:21][CH:22]=1)[C:6]1[C:11]([CH2:12][CH2:13][CH3:14])=[C:10]([NH2:15])[N:9]=[CH:8][N:7]=1)[CH3:2].